From a dataset of Forward reaction prediction with 1.9M reactions from USPTO patents (1976-2016). Predict the product of the given reaction. (1) Given the reactants Br[C:2]1[CH:7]=[CH:6][C:5]([N+:8]([O-:10])=[O:9])=[CH:4][CH:3]=1.[O:11]1[CH2:15][CH2:14][NH:13][C:12]1=[O:16].N1CCC[C@H]1C(O)=O.C([O-])([O-])=O.[K+].[K+], predict the reaction product. The product is: [N+:8]([C:5]1[CH:6]=[CH:7][C:2]([N:13]2[CH2:14][CH2:15][O:11][C:12]2=[O:16])=[CH:3][CH:4]=1)([O-:10])=[O:9]. (2) Given the reactants Br[C:2]1[CH:7]=[CH:6][C:5]([C:8]2[CH2:12][C:11]([C:17]3[CH:22]=[C:21]([Cl:23])[CH:20]=[C:19]([Cl:24])[CH:18]=3)([C:13]([F:16])([F:15])[F:14])[O:10][N:9]=2)=[CH:4][C:3]=1[CH3:25].[C:26]([Li])([CH3:29])([CH3:28])[CH3:27].[Mg+2].[Br-].[Br-].[CH:34](=[O:39])CCCC.[NH4+].[Cl-], predict the reaction product. The product is: [Cl:24][C:19]1[CH:18]=[C:17]([C:11]2([C:13]([F:16])([F:15])[F:14])[O:10][N:9]=[C:8]([C:5]3[CH:6]=[CH:7][C:2]([CH:34]([OH:39])[CH2:27][CH:26]([CH3:29])[CH3:28])=[C:3]([CH3:25])[CH:4]=3)[CH2:12]2)[CH:22]=[C:21]([Cl:23])[CH:20]=1. (3) Given the reactants C(N(CC)CC)C.[B-](F)(F)(F)F.CN(C(ON1C(=O)CCC1=O)=[N+](C)C)C.[CH3:28][O:29][C:30]1[CH:35]=[CH:34][C:33]([C:36]2[CH:41]=[CH:40][N:39]=[C:38]3[NH:42][C:43]([C:45]4[CH:53]=[CH:52][C:48]([C:49](O)=[O:50])=[CH:47][CH:46]=4)=[N:44][C:37]=23)=[CH:32][CH:31]=1.[CH2:54]([N:56]1[CH2:61][CH2:60][NH:59][CH2:58][CH2:57]1)[CH3:55], predict the reaction product. The product is: [CH2:54]([N:56]1[CH2:61][CH2:60][N:59]([C:49]([C:48]2[CH:47]=[CH:46][C:45]([C:43]3[NH:42][C:38]4=[N:39][CH:40]=[CH:41][C:36]([C:33]5[CH:34]=[CH:35][C:30]([O:29][CH3:28])=[CH:31][CH:32]=5)=[C:37]4[N:44]=3)=[CH:53][CH:52]=2)=[O:50])[CH2:58][CH2:57]1)[CH3:55]. (4) The product is: [CH2:36]([N:3]([CH2:1][CH3:2])[CH2:4][CH2:5][N:6]1[CH:10]=[C:9]([C@@H:11]2[CH2:15][CH2:14][C@:13]([C:28]3[CH:33]=[CH:32][CH:31]=[C:30]([F:34])[C:29]=3[CH3:35])([C:16]([OH:18])=[O:17])[CH2:12]2)[CH:8]=[N:7]1)[CH3:37]. Given the reactants [CH2:1]([N:3]([CH2:36][CH3:37])[CH2:4][CH2:5][N:6]1[CH:10]=[C:9]([C:11]2[CH2:15][CH2:14][C@:13]([C:28]3[CH:33]=[CH:32][CH:31]=[C:30]([F:34])[C:29]=3[CH3:35])([C:16]([O:18]CC3C=CC(OC)=CC=3)=[O:17])[CH:12]=2)[CH:8]=[N:7]1)[CH3:2].C([O-])=O.[NH4+], predict the reaction product. (5) Given the reactants [Cl:1][C:2]1[CH:3]=[C:4]([C:10]2[CH:11]=[C:12]3[C:17](=[CH:18][CH:19]=2)[N:16]=[CH:15][C:14]([C:20](=[O:24])[CH:21]([CH3:23])[CH3:22])=[C:13]3[NH:25][C@H:26]2[CH2:31][CH2:30][C@H:29]([NH:32]C(=O)OC(C)(C)C)[CH2:28][CH2:27]2)[CH:5]=[C:6]([Cl:9])[C:7]=1[OH:8].C(O)(C(F)(F)F)=O, predict the reaction product. The product is: [NH2:32][C@H:29]1[CH2:30][CH2:31][C@H:26]([NH:25][C:13]2[C:12]3[C:17](=[CH:18][CH:19]=[C:10]([C:4]4[CH:3]=[C:2]([Cl:1])[C:7]([OH:8])=[C:6]([Cl:9])[CH:5]=4)[CH:11]=3)[N:16]=[CH:15][C:14]=2[C:20](=[O:24])[CH:21]([CH3:22])[CH3:23])[CH2:27][CH2:28]1. (6) Given the reactants [F:1][C:2]1[CH:3]=[C:4]([CH:29]=[C:30]([N:32]2[CH2:37][CH2:36][O:35][CH2:34][CH2:33]2)[CH:31]=1)[C:5]([NH:7][C:8]1[C:17]2[C:12](=[CH:13][CH:14]=[CH:15][CH:16]=2)[C:11]([O:18][C:19]2[CH:24]=[CH:23][N:22]=[C:21](S(C)(=O)=O)[N:20]=2)=[CH:10][CH:9]=1)=[O:6].[C:38]([O:42][C:43](=[O:51])[NH:44][CH:45]1[CH2:50][CH2:49][NH:48][CH2:47][CH2:46]1)([CH3:41])([CH3:40])[CH3:39], predict the reaction product. The product is: [C:38]([O:42][C:43](=[O:51])[NH:44][CH:45]1[CH2:50][CH2:49][N:48]([C:21]2[N:20]=[C:19]([O:18][C:11]3[C:12]4[C:17](=[CH:16][CH:15]=[CH:14][CH:13]=4)[C:8]([NH:7][C:5](=[O:6])[C:4]4[CH:29]=[C:30]([N:32]5[CH2:37][CH2:36][O:35][CH2:34][CH2:33]5)[CH:31]=[C:2]([F:1])[CH:3]=4)=[CH:9][CH:10]=3)[CH:24]=[CH:23][N:22]=2)[CH2:47][CH2:46]1)([CH3:41])([CH3:39])[CH3:40].